The task is: Predict the product of the given reaction.. This data is from Forward reaction prediction with 1.9M reactions from USPTO patents (1976-2016). The product is: [O:12]=[C:4]1[CH:3]=[C:2]([O:1][CH2:33][CH2:34][CH2:35][N:36]2[C:44](=[O:45])[C:43]3[C:38](=[CH:39][CH:40]=[CH:41][CH:42]=3)[C:37]2=[O:46])[C:11]2[CH:10]=[CH:9][CH:8]=[CH:7][C:6]=2[O:5]1. Given the reactants [OH:1][C:2]1[C:11]2[C:6](=[CH:7][CH:8]=[CH:9][CH:10]=2)[O:5][C:4](=[O:12])[CH:3]=1.C1C=CC(P(C2C=CC=CC=2)C2C=CC=CC=2)=CC=1.O[CH2:33][CH2:34][CH2:35][N:36]1[C:44](=[O:45])[C:43]2[C:38](=[CH:39][CH:40]=[CH:41][CH:42]=2)[C:37]1=[O:46].CC(OC(/N=N/C(OC(C)C)=O)=O)C, predict the reaction product.